Dataset: Peptide-MHC class II binding affinity with 134,281 pairs from IEDB. Task: Regression. Given a peptide amino acid sequence and an MHC pseudo amino acid sequence, predict their binding affinity value. This is MHC class II binding data. (1) The peptide sequence is EIVGPECSDSPLVLD. The MHC is DRB1_0101 with pseudo-sequence DRB1_0101. The binding affinity (normalized) is 0.203. (2) The peptide sequence is PCVFIKRVSNVIIHG. The MHC is HLA-DQA10102-DQB10602 with pseudo-sequence HLA-DQA10102-DQB10602. The binding affinity (normalized) is 0.419. (3) The peptide sequence is ISPSFLVYSFFVHDL. The MHC is DRB1_0101 with pseudo-sequence DRB1_0101. The binding affinity (normalized) is 0.256.